This data is from Catalyst prediction with 721,799 reactions and 888 catalyst types from USPTO. The task is: Predict which catalyst facilitates the given reaction. (1) Reactant: Cl[CH2:2][CH2:3][O:4][C:5]1[CH:10]=[CH:9][C:8](/[C:11](/[CH3:31])=[C:12](/[C:20]2[CH:29]=[CH:28][CH:27]=[C:26]3[C:21]=2[CH:22]=[CH:23][C:24]([OH:30])=[CH:25]3)\[C:13]2[CH:18]=[CH:17][C:16]([OH:19])=[CH:15][CH:14]=2)=[CH:7][CH:6]=1.[NH:32]1[CH2:36][CH2:35][CH2:34][CH2:33]1. Product: [OH:19][C:16]1[CH:17]=[CH:18][C:13](/[C:12](/[C:20]2[CH:29]=[CH:28][CH:27]=[C:26]3[C:21]=2[CH:22]=[CH:23][C:24]([OH:30])=[CH:25]3)=[C:11](\[C:8]2[CH:9]=[CH:10][C:5]([O:4][CH2:3][CH2:2][N:32]3[CH2:36][CH2:35][CH2:34][CH2:33]3)=[CH:6][CH:7]=2)/[CH3:31])=[CH:14][CH:15]=1. The catalyst class is: 8. (2) Reactant: N1C=CC=CC=1.FC(F)(F)S(OS(C(F)(F)F)(=O)=O)(=O)=O.C(NC(=O)[O-])C.O[C:29]1[C:30]([Cl:42])=[CH:31][C:32]2[CH:33]([CH3:41])[CH:34]3[CH2:38][NH:37][CH2:36][CH:35]3[C:39]=2[CH:40]=1. Product: [Cl:42][C:30]1[CH:29]=[CH:40][C:39]2[CH:35]3[CH2:36][NH:37][CH2:38][CH:34]3[CH:33]([CH3:41])[C:32]=2[CH:31]=1. The catalyst class is: 2. (3) Reactant: [CH3:1][O:2][C:3]([C@H:5]1[N:9]2[C:10](=[O:29])[CH:11]=[C:12]([CH2:22][CH2:23][CH2:24][CH2:25][CH2:26][CH2:27][CH3:28])[C:13]([C:14]3[CH:19]=[CH:18][C:17]([F:20])=[C:16]([F:21])[CH:15]=3)=[C:8]2[S:7][CH2:6]1)=[O:4].[N:30]([O-:32])=[O:31].[Na+].O=O.C(O)(C(F)(F)F)=O.C([O-])(O)=O.[Na+]. Product: [CH3:1][O:2][C:3]([C@H:5]1[N:9]2[C:10](=[O:29])[C:11]([N+:30]([O-:32])=[O:31])=[C:12]([CH2:22][CH2:23][CH2:24][CH2:25][CH2:26][CH2:27][CH3:28])[C:13]([C:14]3[CH:19]=[CH:18][C:17]([F:20])=[C:16]([F:21])[CH:15]=3)=[C:8]2[S:7][CH2:6]1)=[O:4]. The catalyst class is: 2. (4) Reactant: [CH3:1][NH2:2].[CH2:3]([O:10][C:11]1[CH:12]=[C:13]2[C:18](=[CH:19][CH:20]=1)[N:17]=[CH:16][C:15]([N+:21]([O-:23])=[O:22])=[C:14]2Cl)[C:4]1[CH:9]=[CH:8][CH:7]=[CH:6][CH:5]=1. Product: [CH2:3]([O:10][C:11]1[CH:12]=[C:13]2[C:18](=[CH:19][CH:20]=1)[N:17]=[CH:16][C:15]([N+:21]([O-:23])=[O:22])=[C:14]2[CH2:1][NH2:2])[C:4]1[CH:9]=[CH:8][CH:7]=[CH:6][CH:5]=1. The catalyst class is: 6. (5) Reactant: [N:1]1[CH:6]=[CH:5][C:4]([C:7]2[CH:8]=[C:9]([CH:14]=[CH:15][CH:16]=2)[C:10]([O:12]C)=[O:11])=[N:3][CH:2]=1.C[O-].[Na+]. Product: [N:1]1[CH:6]=[CH:5][C:4]([C:7]2[CH:8]=[C:9]([CH:14]=[CH:15][CH:16]=2)[C:10]([OH:12])=[O:11])=[N:3][CH:2]=1. The catalyst class is: 8.